Dataset: NCI-60 drug combinations with 297,098 pairs across 59 cell lines. Task: Regression. Given two drug SMILES strings and cell line genomic features, predict the synergy score measuring deviation from expected non-interaction effect. (1) Drug 1: CNC(=O)C1=NC=CC(=C1)OC2=CC=C(C=C2)NC(=O)NC3=CC(=C(C=C3)Cl)C(F)(F)F. Drug 2: CC1C(C(CC(O1)OC2CC(CC3=C2C(=C4C(=C3O)C(=O)C5=CC=CC=C5C4=O)O)(C(=O)C)O)N)O. Cell line: NCI-H522. Synergy scores: CSS=75.0, Synergy_ZIP=8.69, Synergy_Bliss=7.86, Synergy_Loewe=1.17, Synergy_HSA=8.78. (2) Drug 1: CN1C(=O)N2C=NC(=C2N=N1)C(=O)N. Drug 2: C1CNP(=O)(OC1)N(CCCl)CCCl. Cell line: IGROV1. Synergy scores: CSS=-0.833, Synergy_ZIP=0.718, Synergy_Bliss=1.08, Synergy_Loewe=0.0469, Synergy_HSA=-0.123. (3) Drug 1: CC12CCC(CC1=CCC3C2CCC4(C3CC=C4C5=CN=CC=C5)C)O. Drug 2: N.N.Cl[Pt+2]Cl. Cell line: SF-268. Synergy scores: CSS=-11.1, Synergy_ZIP=1.65, Synergy_Bliss=-3.49, Synergy_Loewe=-10.8, Synergy_HSA=-9.11.